From a dataset of Peptide-MHC class II binding affinity with 134,281 pairs from IEDB. Regression. Given a peptide amino acid sequence and an MHC pseudo amino acid sequence, predict their binding affinity value. This is MHC class II binding data. (1) The peptide sequence is INMVFKIQVPYAFKSL. The MHC is H-2-IAb with pseudo-sequence H-2-IAb. The binding affinity (normalized) is 0.776. (2) The peptide sequence is KGDEQKLRSAGEVEI. The MHC is DRB1_0405 with pseudo-sequence DRB1_0405. The binding affinity (normalized) is 0.145. (3) The peptide sequence is NFWTNVKSISPLPSP. The MHC is H-2-IAb with pseudo-sequence H-2-IAb. The binding affinity (normalized) is 0.553. (4) The peptide sequence is WVAMTKGEGGVWT. The MHC is DRB1_0301 with pseudo-sequence DRB1_0301. The binding affinity (normalized) is 0. (5) The peptide sequence is IIFSKNLNIKLNMPL. The MHC is DRB1_0404 with pseudo-sequence DRB1_0404. The binding affinity (normalized) is 0.439.